From a dataset of Forward reaction prediction with 1.9M reactions from USPTO patents (1976-2016). Predict the product of the given reaction. Given the reactants [CH:1]1([CH:7]([C:9]2[C:10]([CH3:22])=[N:11][N:12]([C:14]3[CH:19]=[CH:18][C:17]([O:20][CH3:21])=[CH:16][CH:15]=3)[CH:13]=2)O)[CH2:6][CH2:5][CH2:4][CH2:3][CH2:2]1.[NH2:23][C:24]1[CH:29]=[CH:28][C:27]([C:30]([NH:32][CH2:33][CH2:34][C:35]([O:37]CC)=[O:36])=[O:31])=[CH:26][CH:25]=1, predict the reaction product. The product is: [CH:1]1([CH:7]([NH:23][C:24]2[CH:25]=[CH:26][C:27]([C:30]([NH:32][CH2:33][CH2:34][C:35]([OH:37])=[O:36])=[O:31])=[CH:28][CH:29]=2)[C:9]2[C:10]([CH3:22])=[N:11][N:12]([C:14]3[CH:19]=[CH:18][C:17]([O:20][CH3:21])=[CH:16][CH:15]=3)[CH:13]=2)[CH2:6][CH2:5][CH2:4][CH2:3][CH2:2]1.